Dataset: Reaction yield outcomes from USPTO patents with 853,638 reactions. Task: Predict the reaction yield, written as a fraction of the theoretical maximum amount of product (1.0 means a 100% yield; for example, 0.34 means a 34% yield). (1) The reactants are [CH2:1]([N:3]([CH2:8][CH3:9])[CH2:4][CH2:5][C:6]#[CH:7])[CH3:2].[F:10][C:11]1[CH:12]=[C:13]([CH:15]=[CH:16][C:17]=1[O:18][C:19]1[CH:24]=[CH:23][N:22]=[C:21]2[CH:25]=[C:26](I)[S:27][C:20]=12)[NH2:14]. No catalyst specified. The product is [CH2:1]([N:3]([CH2:8][CH3:9])[CH2:4][CH2:5][C:6]#[C:7][C:26]1[S:27][C:20]2[C:21](=[N:22][CH:23]=[CH:24][C:19]=2[O:18][C:17]2[CH:16]=[CH:15][C:13]([NH2:14])=[CH:12][C:11]=2[F:10])[CH:25]=1)[CH3:2]. The yield is 0.0600. (2) The reactants are C([Li])CCC.C[Si]([C:10]([Si](C)(C)C)([C:14]([O-:16])=O)[C:11]([O-:13])=[O:12])(C)C.[CH3:21][O:22][C:23]1[CH:24]=[C:25]([CH:29]=[C:30]([O:34][CH3:35])[C:31]=1[O:32][CH3:33])C(Cl)=O.C(=O)(O)[O-].[Na+].S(=O)(=O)(O)O. The catalyst is C1CCCCC1.CCOCC. The product is [O:16]=[C:14]([C:25]1[CH:29]=[C:30]([O:34][CH3:35])[C:31]([O:32][CH3:33])=[C:23]([O:22][CH3:21])[CH:24]=1)[CH2:10][C:11]([OH:13])=[O:12]. The yield is 0.716. (3) The reactants are Br[C:2]1[N:3]=[C:4]([O:9][CH:10]2[CH2:15][CH2:14][CH2:13][N:12]([CH3:16])[CH2:11]2)[C:5]([NH2:8])=[N:6][CH:7]=1.[N:17]1[CH:22]=[CH:21][C:20](B(O)O)=[CH:19][CH:18]=1. No catalyst specified. The product is [CH3:16][N:12]1[CH2:13][CH2:14][CH2:15][CH:10]([O:9][C:4]2[C:5]([NH2:8])=[N:6][CH:7]=[C:2]([C:20]3[CH:21]=[CH:22][N:17]=[CH:18][CH:19]=3)[N:3]=2)[CH2:11]1. The yield is 0.570. (4) The reactants are [OH:1][C:2]1[CH:9]=[C:8]([CH3:10])[CH:7]=[CH:6][C:3]=1[CH:4]=O.[F:11][C:12]([F:21])([F:20])/[CH:13]=[CH:14]/[C:15]([O:17][CH2:18][CH3:19])=[O:16].CCN(CC)CC.C([O-])([O-])=O.[K+].[K+]. The catalyst is CN(C=O)C.O. The product is [CH3:10][C:8]1[CH:9]=[C:2]2[C:3]([CH:4]=[C:14]([C:15]([O:17][CH2:18][CH3:19])=[O:16])[CH:13]([C:12]([F:11])([F:21])[F:20])[O:1]2)=[CH:6][CH:7]=1. The yield is 0.840. (5) The reactants are C([O:3][C:4](=[O:36])[C:5]([O:34][CH3:35])([CH3:33])[CH2:6][C:7]1[CH:12]=[CH:11][C:10]([O:13][CH2:14][CH2:15][C:16]2[N:17]([CH2:30][CH2:31][CH3:32])[C:18](=[O:29])[N:19]([CH2:21][C:22]3[CH:27]=[CH:26][C:25]([CH3:28])=[CH:24][CH:23]=3)[CH:20]=2)=[CH:9][CH:8]=1)C.[OH-].[Na+].Cl. The product is [CH3:35][O:34][C:5]([CH3:33])([CH2:6][C:7]1[CH:8]=[CH:9][C:10]([O:13][CH2:14][CH2:15][C:16]2[N:17]([CH2:30][CH2:31][CH3:32])[C:18](=[O:29])[N:19]([CH2:21][C:22]3[CH:23]=[CH:24][C:25]([CH3:28])=[CH:26][CH:27]=3)[CH:20]=2)=[CH:11][CH:12]=1)[C:4]([OH:36])=[O:3]. The yield is 1.00. The catalyst is CCO. (6) The reactants are C[O:2][C:3](=O)[CH2:4][C:5]([CH3:7])=[O:6].[H-].[Na+].[Li]CCCC.[CH:16]1([C:21](=[O:34])[CH2:22][CH2:23][C:24]2[CH:29]=[CH:28][C:27]([O:30][CH3:31])=[CH:26][C:25]=2[O:32][CH3:33])[CH2:20][CH2:19][CH2:18][CH2:17]1. The catalyst is C1COCC1. The product is [CH:16]1([C:21]2([CH2:22][CH2:23][C:24]3[CH:29]=[CH:28][C:27]([O:30][CH3:31])=[CH:26][C:25]=3[O:32][CH3:33])[O:34][C:3](=[O:2])[CH2:4][C:5](=[O:6])[CH2:7]2)[CH2:20][CH2:19][CH2:18][CH2:17]1. The yield is 0.520. (7) The reactants are [F:1][C:2]([F:11])([F:10])[CH:3]1[CH2:8][CH2:7][C:6](=[O:9])[CH2:5][CH2:4]1.[Li+].C[Si]([N-][Si](C)(C)C)(C)C.C1C=CC(N([S:29]([C:32]([F:35])([F:34])[F:33])(=[O:31])=[O:30])[S:29]([C:32]([F:35])([F:34])[F:33])(=[O:31])=[O:30])=CC=1. The catalyst is O1CCCC1. The product is [F:33][C:32]([F:35])([F:34])[S:29]([O:9][C:6]1[CH2:7][CH2:8][CH:3]([C:2]([F:10])([F:11])[F:1])[CH2:4][CH:5]=1)(=[O:31])=[O:30]. The yield is 0.640. (8) The reactants are Br.[NH2:2][C:3]1[C:4]([OH:18])=[C:5]([C:9]2[CH:14]=[CH:13][CH:12]=[C:11]([C:15]([OH:17])=[O:16])[CH:10]=2)[CH:6]=[CH:7][CH:8]=1.[N:19]([O-])=O.[Na+].[CH3:23][C:24]1[CH2:25][C:26](=[O:42])[N:27]([C:29]2[CH:30]=[C:31]3[C:35](=[CH:36][CH:37]=2)[C:34]([CH3:39])([CH3:38])[CH2:33][C:32]3([CH3:41])[CH3:40])[N:28]=1.C(=O)(O)[O-].[Na+]. The catalyst is Cl.C(O)C. The product is [OH:18][C:4]1[C:3]([NH:2][N:19]=[C:25]2[C:26](=[O:42])[N:27]([C:29]3[CH:30]=[C:31]4[C:35](=[CH:36][CH:37]=3)[C:34]([CH3:39])([CH3:38])[CH2:33][C:32]4([CH3:41])[CH3:40])[N:28]=[C:24]2[CH3:23])=[CH:8][CH:7]=[CH:6][C:5]=1[C:9]1[CH:14]=[CH:13][CH:12]=[C:11]([C:15]([OH:17])=[O:16])[CH:10]=1. The yield is 0.294.